From a dataset of Full USPTO retrosynthesis dataset with 1.9M reactions from patents (1976-2016). Predict the reactants needed to synthesize the given product. (1) Given the product [Cl:34][C:32]1[CH:33]=[C:28]([C:15]2[CH:14]=[C:13]([O:12][CH2:11][CH2:10][CH2:9][OH:8])[N:17]([C:18]3[CH:27]=[CH:26][C:25]4[C:20](=[CH:21][CH:22]=[CH:23][CH:24]=4)[CH:19]=3)[N:16]=2)[CH:29]=[C:30]([Cl:35])[CH:31]=1, predict the reactants needed to synthesize it. The reactants are: [Si]([O:8][CH2:9][CH2:10][CH2:11][O:12][C:13]1[N:17]([C:18]2[CH:27]=[CH:26][C:25]3[C:20](=[CH:21][CH:22]=[CH:23][CH:24]=3)[CH:19]=2)[N:16]=[C:15]([C:28]2[CH:33]=[C:32]([Cl:34])[CH:31]=[C:30]([Cl:35])[CH:29]=2)[CH:14]=1)(C(C)(C)C)(C)C.[F-].C([N+](CCCC)(CCCC)CCCC)CCC. (2) Given the product [CH:5]1[C:14]2[C:9](=[CH:10][CH:11]=[CH:12][CH:13]=2)[CH:8]=[CH:7][C:6]=1[CH:15]([OH:16])[CH:1]=[CH2:2], predict the reactants needed to synthesize it. The reactants are: [CH:1]([Mg]Br)=[CH2:2].[CH:5]1[C:14]2[C:9](=[CH:10][CH:11]=[CH:12][CH:13]=2)[CH:8]=[CH:7][C:6]=1[CH:15]=[O:16].Cl. (3) Given the product [CH:45]([O:48][P:49]([C:17]1[CH:18]=[CH:19][CH:20]=[C:15]([O:14][C:12]2[NH:11][C:10]3[CH:22]=[C:23]([F:24])[C:7]([C:4]4[CH:5]=[CH:6][C:1]([C:25]5[CH:26]=[CH:27][CH:28]=[CH:29][CH:30]=5)=[CH:2][CH:3]=4)=[CH:8][C:9]=3[N:13]=2)[CH:16]=1)(=[O:54])[O:50][CH:51]([CH3:53])[CH3:52])([CH3:47])[CH3:46], predict the reactants needed to synthesize it. The reactants are: [C:1]1([C:25]2[CH:30]=[CH:29][CH:28]=[CH:27][CH:26]=2)[CH:6]=[CH:5][C:4]([C:7]2[C:23]([F:24])=[CH:22][C:10]3[NH:11][C:12]([O:14][C:15]4[CH:20]=[CH:19][CH:18]=[C:17](Br)[CH:16]=4)=[N:13][C:9]=3[CH:8]=2)=[CH:3][CH:2]=1.C(N(CC)CC)C.C([SiH](CC)CC)C.[CH:45]([O:48][P:49]([O-:54])[O:50][CH:51]([CH3:53])[CH3:52])([CH3:47])[CH3:46]. (4) Given the product [N:1]1([CH2:7][C:8]2[CH:13]=[CH:12][C:11]([C:14]([NH:16][C:17]3([C:23]([NH:25][C@H:26]([CH:31]=[O:32])[CH2:27][CH2:28][S:29][CH3:30])=[O:24])[CH2:22][CH2:21][CH2:20][CH2:19][CH2:18]3)=[O:15])=[CH:10][CH:9]=2)[CH2:6][CH2:5][O:4][CH2:3][CH2:2]1, predict the reactants needed to synthesize it. The reactants are: [N:1]1([CH2:7][C:8]2[CH:13]=[CH:12][C:11]([C:14]([NH:16][C:17]3([C:23]([NH:25][C@H:26]([CH2:31][OH:32])[CH2:27][CH2:28][S:29][CH3:30])=[O:24])[CH2:22][CH2:21][CH2:20][CH2:19][CH2:18]3)=[O:15])=[CH:10][CH:9]=2)[CH2:6][CH2:5][O:4][CH2:3][CH2:2]1.C(OCC)(=O)C.C(=O)(O)[O-].[Na+].S([O-])([O-])(=O)=S.[Na+].[Na+]. (5) Given the product [CH2:9]1[C:10]2=[CH:12][C:13]3[NH:17][C:16]([CH:18]=[C:19]4[N:24]=[C:22]([CH:23]=[C:3]5[NH:4][C:5](=[CH:6][C:7](=[N:11]2)[CH2:8]1)[CH:1]=[CH:2]5)[CH:21]=[CH:20]4)=[CH:15][CH:14]=3, predict the reactants needed to synthesize it. The reactants are: [CH2:1]1[C:5]2=[CH:6][C:7]3[NH:11][C:10]([CH:12]=[C:13]4[N:17]=[C:16]([CH:18]=[C:19]5[NH:24][C:22](=[CH:23][C:3](=[N:4]2)[CH2:2]1)[CH:21]=[CH:20]5)[CH2:15][CH2:14]4)=[CH:9][CH:8]=3.Br.IC1C=C(C=CC=1)CO.C([O-])([O-])=O.[K+].[K+].